Dataset: Peptide-MHC class II binding affinity with 134,281 pairs from IEDB. Task: Regression. Given a peptide amino acid sequence and an MHC pseudo amino acid sequence, predict their binding affinity value. This is MHC class II binding data. (1) The peptide sequence is INEPTAQAIAYGLDR. The MHC is HLA-DQA10401-DQB10402 with pseudo-sequence HLA-DQA10401-DQB10402. The binding affinity (normalized) is 0.392. (2) The peptide sequence is LSYRSLQPETFAVVD. The MHC is HLA-DQA10301-DQB10302 with pseudo-sequence HLA-DQA10301-DQB10302. The binding affinity (normalized) is 0.264. (3) The peptide sequence is INVGFKAAVAAAASV. The MHC is HLA-DQA10102-DQB10502 with pseudo-sequence HLA-DQA10102-DQB10502. The binding affinity (normalized) is 0.397. (4) The peptide sequence is MKDFDEPGHLAPTGM. The MHC is DRB1_1001 with pseudo-sequence DRB1_1001. The binding affinity (normalized) is 0.126. (5) The peptide sequence is AGWLAFFRDLVARGL. The MHC is DRB1_1602 with pseudo-sequence DRB1_1602. The binding affinity (normalized) is 0.510. (6) The peptide sequence is HGSPTFWMGSHEVNG. The MHC is DRB1_0701 with pseudo-sequence DRB1_0701. The binding affinity (normalized) is 0.379. (7) The peptide sequence is DLGRNEVVNDVSTFS. The MHC is DRB1_1501 with pseudo-sequence DRB1_1501. The binding affinity (normalized) is 0.278. (8) The MHC is DRB4_0101 with pseudo-sequence DRB4_0103. The peptide sequence is LLWDYMCISLSTAIE. The binding affinity (normalized) is 0.535.